This data is from Reaction yield outcomes from USPTO patents with 853,638 reactions. The task is: Predict the reaction yield, written as a fraction of the theoretical maximum amount of product (1.0 means a 100% yield; for example, 0.34 means a 34% yield). The reactants are [CH3:1][C@@H:2]1[CH2:7][CH:6]([NH2:8])[CH2:5][C@H:4]([CH3:9])[O:3]1.[CH3:10][Si:11]([CH3:49])([CH3:48])[CH2:12][CH2:13][O:14][CH2:15][N:16]([CH2:40][O:41][CH2:42][CH2:43][Si:44]([CH3:47])([CH3:46])[CH3:45])[C:17]1[N:22]2[N:23]=[CH:24][C:25]([C:26]3[CH:27]=[N:28][C:29]4[C:34]([CH:35]=3)=[CH:33][C:32]([F:36])=[CH:31][CH:30]=4)=[C:21]2[N:20]=[C:19]([CH:37]=O)[C:18]=1[Br:39].CC(O)=O.[BH3-]C#N.[Na+]. The catalyst is ClCCCl.C(O)C.C(Cl)Cl. The product is [Br:39][C:18]1[C:19]([CH2:37][NH:8][CH:6]2[CH2:5][C@H:4]([CH3:9])[O:3][C@H:2]([CH3:1])[CH2:7]2)=[N:20][C:21]2[N:22]([N:23]=[CH:24][C:25]=2[C:26]2[CH:27]=[N:28][C:29]3[C:34]([CH:35]=2)=[CH:33][C:32]([F:36])=[CH:31][CH:30]=3)[C:17]=1[N:16]([CH2:40][O:41][CH2:42][CH2:43][Si:44]([CH3:45])([CH3:46])[CH3:47])[CH2:15][O:14][CH2:13][CH2:12][Si:11]([CH3:48])([CH3:49])[CH3:10]. The yield is 0.300.